Dataset: Forward reaction prediction with 1.9M reactions from USPTO patents (1976-2016). Task: Predict the product of the given reaction. Given the reactants [OH:1][C:2]1[C:9]([O:10][CH3:11])=[CH:8][C:5]([C:6]#[N:7])=[C:4]([CH2:12][C:13]2[CH:18]=[CH:17][C:16](COC3CCCCO3)=[CH:15][CH:14]=2)[C:3]=1[C:27]#[N:28].C[C:30](C)=[O:31].[OH:33]S(O)(=O)=O.O=[Cr](=O)=O.C(O)(C)C, predict the reaction product. The product is: [C:27]([C:3]1[C:2]([OH:1])=[C:9]([O:10][CH3:11])[CH:8]=[C:5]([C:6]#[N:7])[C:4]=1[CH2:12][C:13]1[CH:14]=[CH:15][C:16]([C:30]([OH:31])=[O:33])=[CH:17][CH:18]=1)#[N:28].